Task: Predict the reaction yield, written as a fraction of the theoretical maximum amount of product (1.0 means a 100% yield; for example, 0.34 means a 34% yield).. Dataset: Reaction yield outcomes from USPTO patents with 853,638 reactions The product is [OH:1][C:2]1[CH:3]=[C:4]2[C:5](=[CH:6][CH:7]=1)[C:8](=[O:13])[CH2:9][C:10]2([CH3:11])[CH3:12]. The catalyst is C1C(Cl)=CC=C(Cl)C=1. The yield is 0.320. The reactants are [OH:1][C:2]1[CH:7]=[CH:6][C:5]([C:8](=[O:13])[CH:9]=[C:10]([CH3:12])[CH3:11])=[CH:4][CH:3]=1.[Cl-].[Al+3].[Cl-].[Cl-].